From a dataset of Retrosynthesis with 50K atom-mapped reactions and 10 reaction types from USPTO. Predict the reactants needed to synthesize the given product. (1) Given the product CC(C)(C)OC(=O)N(CC1NCCc2c1[nH]c1ccccc21)[C@H](C(=O)OC1CCCC1)c1ccccc1, predict the reactants needed to synthesize it. The reactants are: CC(C)(C)OC(=O)N(CC1c2[nH]c3ccccc3c2CCN1C(=O)OCc1ccccc1)[C@H](C(=O)OC1CCCC1)c1ccccc1. (2) Given the product CCCCc1nc(N)c2c(n1)c(C#CC1CCN(C(=O)OC(C)(C)C)CC1)cn2COCc1ccccc1, predict the reactants needed to synthesize it. The reactants are: CCCCc1nc(N)c2c(n1)c(C#CCC1CCN(C(=O)OC(C)(C)C)CC1)cn2COCc1ccccc1. (3) Given the product Clc1cccc2nn(CCC#Cc3ccccn3)nc12, predict the reactants needed to synthesize it. The reactants are: Brc1ccccn1.C#CCCn1nc2cccc(Cl)c2n1. (4) The reactants are: COc1nc2ccc(C(O)c3cnc(C)n3C)cc2c(Cl)c1Cc1ccc(C(F)(F)F)cc1. Given the product COc1nc2ccc(C(=O)c3cnc(C)n3C)cc2c(Cl)c1Cc1ccc(C(F)(F)F)cc1, predict the reactants needed to synthesize it. (5) Given the product CC(C)Oc1nc(Cl)ncc1C(=O)NC1C2CC3CC1CC(O)(C3)C2, predict the reactants needed to synthesize it. The reactants are: CCCOc1nc(Cl)ncc1C(=O)NC1C2CC3CC1CC(O)(C3)C2. (6) The reactants are: O=Cc1ccc(N(c2ccccc2)c2ccccc2)cc1. Given the product OCc1ccc(N(c2ccccc2)c2ccccc2)cc1, predict the reactants needed to synthesize it. (7) Given the product [N-]=[N+]=N[C@@H]1CC[C@H](N2CCCC[C@H](N)C2=O)[C@H](CS(=O)(=O)c2ccccc2)C1, predict the reactants needed to synthesize it. The reactants are: CC(C)(C)OC(=O)N[C@H]1CCCCN([C@H]2CC[C@@H](N=[N+]=[N-])C[C@H]2CS(=O)(=O)c2ccccc2)C1=O. (8) Given the product FCCN1CCN(C2CCNCC2)CC1, predict the reactants needed to synthesize it. The reactants are: CC(C)(C)OC(=O)N1CCC(N2CCN(CCF)CC2)CC1. (9) Given the product NC(=O)CN1CCC(C2COC2)c2ccccc21, predict the reactants needed to synthesize it. The reactants are: NC(=O)CI.c1ccc2c(c1)NCCC2C1COC1. (10) Given the product COC(=O)c1cc(Cl)cn1N=Cc1ccc(Cl)cc1, predict the reactants needed to synthesize it. The reactants are: COC(=O)c1cc(Cl)cn1N.O=Cc1ccc(Cl)cc1.